Task: Predict the product of the given reaction.. Dataset: Forward reaction prediction with 1.9M reactions from USPTO patents (1976-2016) (1) Given the reactants [CH3:1][O:2][C:3]1[CH:4]=[C:5]([C:11]([C:13]2[CH:18]=[C:17]([O:19][CH3:20])[CH:16]=[C:15]([O:21][CH3:22])[CH:14]=2)=O)[CH:6]=[CH:7][C:8]=1[O:9][CH3:10].[CH3:23][O:24][C:25](=[O:35])[CH2:26]P(OCC)(OCC)=O.C[Si]([N-][Si](C)(C)C)(C)C.[Li+].COC1C=C(C(C2C=CC=C(OC)C=2)=CC#N)C=C(OC)C=1, predict the reaction product. The product is: [CH3:23][O:24][C:25](=[O:35])[CH:26]=[C:11]([C:5]1[CH:6]=[CH:7][C:8]([O:9][CH3:10])=[C:3]([O:2][CH3:1])[CH:4]=1)[C:13]1[CH:18]=[C:17]([O:19][CH3:20])[CH:16]=[C:15]([O:21][CH3:22])[CH:14]=1. (2) Given the reactants [NH:1]1[CH2:5][CH2:4][CH2:3][CH2:2]1.[Cl:6][C:7]1[CH:14]=[C:13]([OH:15])[CH:12]=[CH:11][C:8]=1[CH:9]=O.C(O[BH-](OC(=O)C)OC(=O)C)(=O)C.[Na+].Cl, predict the reaction product. The product is: [Cl:6][C:7]1[CH:14]=[C:13]([OH:15])[CH:12]=[CH:11][C:8]=1[CH2:9][N:1]1[CH2:5][CH2:4][CH2:3][CH2:2]1. (3) Given the reactants Cl.[N:2]12[CH2:9][CH2:8][CH:5]([CH2:6][CH2:7]1)[CH:4]([NH:10][C:11]([NH2:13])=[NH:12])[CH2:3]2.C[O-].[Na+].CN(C)[CH:19]=[CH:20][C:21]([C:23]1[N:30]2[C:26]([O:27][CH:28]=[CH:29]2)=[N:25][C:24]=1[C:31]1[CH:36]=[CH:35][C:34]([F:37])=[CH:33][CH:32]=1)=O, predict the reaction product. The product is: [F:37][C:34]1[CH:33]=[CH:32][C:31]([C:24]2[N:25]=[C:26]3[N:30]([C:23]=2[C:21]2[CH:20]=[CH:19][N:13]=[C:11]([NH:10][C@@H:4]4[CH:5]5[CH2:6][CH2:7][N:2]([CH2:9][CH2:8]5)[CH2:3]4)[N:12]=2)[CH:29]=[CH:28][O:27]3)=[CH:36][CH:35]=1. (4) The product is: [CH3:1][O:2][CH2:3][C:4]1[CH:11]=[CH:10][CH:9]=[CH:8][C:5]=1[CH2:6][Br:31]. Given the reactants [CH3:1][O:2][CH2:3][C:4]1[CH:11]=[CH:10][CH:9]=[CH:8][C:5]=1[CH2:6]O.C1(P(C2C=CC=CC=2)C2C=CC=CC=2)C=CC=CC=1.[Br:31]C(Br)(Br)Br, predict the reaction product. (5) The product is: [Si:29]([O:28][C@@H:27]1[C@H:36]([O:37][Si:38]([C:41]([CH3:44])([CH3:43])[CH3:42])([CH3:40])[CH3:39])[C@@H:45]([CH2:46][O:47][Si:48]([C:51]([CH3:54])([CH3:53])[CH3:52])([CH3:50])[CH3:49])[O:55][C@H:26]1[N:25]1[C:56]2[N:57]=[CH:58][N:59]=[C:60]([NH2:63])[C:61]=2[N:62]=[C:24]1[NH:23][CH2:22][CH2:21][C:18]1[CH:19]=[CH:20][C:15]([C:11]2[CH:12]=[CH:13][CH:14]=[C:9]([O:8][CH2:1][CH2:2][CH2:3][Cl:74])[CH:10]=2)=[CH:16][CH:17]=1)([C:32]([CH3:35])([CH3:34])[CH3:33])([CH3:31])[CH3:30]. Given the reactants [CH2:1]([O:8][C:9]1[CH:10]=[C:11]([C:15]2[CH:20]=[CH:19][C:18]([CH2:21][CH2:22][NH:23][C:24]3[N:25]([C:56]4[N:57]=[CH:58][N:59]=[C:60]([NH2:63])[C:61]=4[N:62]=3)[C@@H:26]3[O:55][C@H:45]([CH2:46][O:47][Si:48]([C:51]([CH3:54])([CH3:53])[CH3:52])([CH3:50])[CH3:49])[C@@H:36]([O:37][Si:38]([C:41]([CH3:44])([CH3:43])[CH3:42])([CH3:40])[CH3:39])[C@H:27]3[O:28][Si:29]([C:32]([CH3:35])([CH3:34])[CH3:33])([CH3:31])[CH3:30])=[CH:17][CH:16]=2)[CH:12]=[CH:13][CH:14]=1)[C:2]1C=CC=C[CH:3]=1.C(=O)([O-])[O-].[K+].[K+].BrCCC[Cl:74], predict the reaction product. (6) Given the reactants C([N:8]1[CH2:24][CH2:23][CH2:22][C:9]21[O:14][CH2:13][CH2:12][N:11]([C:15]([O:17][C:18]([CH3:21])([CH3:20])[CH3:19])=[O:16])[CH2:10]2)C1C=CC=CC=1, predict the reaction product. The product is: [O:14]1[C:9]2([CH2:22][CH2:23][CH2:24][NH:8]2)[CH2:10][N:11]([C:15]([O:17][C:18]([CH3:21])([CH3:20])[CH3:19])=[O:16])[CH2:12][CH2:13]1. (7) The product is: [C:28]([C:20]1[CH:19]=[C:18]([CH:23]=[CH:22][C:21]=1[O:24][CH:25]([CH3:27])[CH3:26])[C:17]([NH:16][C@@H:12]([CH2:11][C:8]1[CH:7]=[CH:6][C:5]([C:3]2[N:31]=[C:32]3[C:37]([CH3:38])=[CH:36][CH:35]=[CH:34][N:33]3[CH:2]=2)=[CH:10][CH:9]=1)[CH2:13][CH2:14][OH:15])=[O:30])#[N:29]. Given the reactants Br[CH2:2][C:3]([C:5]1[CH:10]=[CH:9][C:8]([CH2:11][C@H:12]([NH:16][C:17](=[O:30])[C:18]2[CH:23]=[CH:22][C:21]([O:24][CH:25]([CH3:27])[CH3:26])=[C:20]([C:28]#[N:29])[CH:19]=2)[CH2:13][CH2:14][OH:15])=[CH:7][CH:6]=1)=O.[NH2:31][C:32]1[C:37]([CH3:38])=[CH:36][CH:35]=[CH:34][N:33]=1.C([O-])(O)=O.[Na+], predict the reaction product.